From a dataset of Reaction yield outcomes from USPTO patents with 853,638 reactions. Predict the reaction yield, written as a fraction of the theoretical maximum amount of product (1.0 means a 100% yield; for example, 0.34 means a 34% yield). (1) The reactants are [C:1]1([C:7]2[CH:12]=[C:11]([N:13]3[CH2:18][CH2:17][N:16](C(OC(C)(C)C)=O)[CH2:15][CH2:14]3)[CH:10]=[CH:9][N:8]=2)[CH:6]=[CH:5][CH:4]=[CH:3][CH:2]=1.C(OCC)(=O)C.[ClH:32]. No catalyst specified. The product is [ClH:32].[ClH:32].[C:1]1([C:7]2[CH:12]=[C:11]([N:13]3[CH2:18][CH2:17][NH:16][CH2:15][CH2:14]3)[CH:10]=[CH:9][N:8]=2)[CH:2]=[CH:3][CH:4]=[CH:5][CH:6]=1. The yield is 0.980. (2) The reactants are Cl[C:2]1[C:11]2[C:6](=[CH:7][CH:8]=[C:9]([N+:12]([O-:14])=[O:13])[CH:10]=2)[N:5]=[CH:4][N:3]=1.CCN(C(C)C)C(C)C.[C:24]([N:31]1[CH2:36][CH2:35][NH:34][CH2:33][CH2:32]1)([O:26][C:27]([CH3:30])([CH3:29])[CH3:28])=[O:25]. The catalyst is CC(O)C. The product is [N+:12]([C:9]1[CH:10]=[C:11]2[C:6](=[CH:7][CH:8]=1)[N:5]=[CH:4][N:3]=[C:2]2[N:34]1[CH2:33][CH2:32][N:31]([C:24]([O:26][C:27]([CH3:30])([CH3:29])[CH3:28])=[O:25])[CH2:36][CH2:35]1)([O-:14])=[O:13]. The yield is 0.890. (3) The reactants are [Br:1][C:2]1[CH:10]=[C:9]2[C:5]([CH2:6][CH2:7][C:8]2=[O:11])=[CH:4][CH:3]=1.Br[CH2:13][C:14]1[CH:19]=[CH:18][CH:17]=[CH:16][C:15]=1[CH2:20][CH2:21][CH2:22]Br.[H-].[Na+]. The catalyst is C1COCC1. The product is [Br:1][C:2]1[CH:10]=[C:9]2[C:5]([CH2:6][C:7]3([CH2:22][CH2:21][CH2:20][C:15]4[CH:16]=[CH:17][CH:18]=[CH:19][C:14]=4[CH2:13]3)[C:8]2=[O:11])=[CH:4][CH:3]=1. The yield is 0.220. (4) The reactants are [CH3:1][C:2]1[C:6]([CH2:7][N:8]2[CH:12]=[C:11]([N:13]3[C:17](=[O:18])[CH2:16][NH:15][C:14]3=[O:19])[CH:10]=[N:9]2)=[C:5]([CH3:20])[O:4][N:3]=1.[F:21][C:22]1[CH:30]=[CH:29][CH:28]=[CH:27][C:23]=1[CH2:24][CH2:25]Br. No catalyst specified. The product is [CH3:1][C:2]1[C:6]([CH2:7][N:8]2[CH:12]=[C:11]([N:13]3[C:17](=[O:18])[CH2:16][N:15]([CH2:25][CH2:24][C:23]4[CH:27]=[CH:28][CH:29]=[CH:30][C:22]=4[F:21])[C:14]3=[O:19])[CH:10]=[N:9]2)=[C:5]([CH3:20])[O:4][N:3]=1. The yield is 0.240. (5) The reactants are O[CH:2]=[C:3]1[C:11]2[C:6](=[CH:7][CH:8]=[CH:9][CH:10]=2)[NH:5][C:4]1=[O:12].[NH2:13][C:14]1[CH:23]=[CH:22][C:17]2=[N:18][C:19](=[O:21])[N:20]=[C:16]2[CH:15]=1. The catalyst is C(O)C. The product is [O:12]=[C:4]1[NH:5][C:6]2[C:11](/[C:3]/1=[CH:2]/[NH:13][C:14]1[CH:23]=[CH:22][C:17]3[NH:18][C:19](=[O:21])[NH:20][C:16]=3[CH:15]=1)=[CH:10][CH:9]=[CH:8][CH:7]=2. The yield is 0.510. (6) The reactants are [F:1][C:2]1[CH:7]=[C:6]([F:8])[CH:5]=[CH:4][C:3]=1[C@@H:9]1[CH2:13][NH:12][CH2:11][C@H:10]1[C:14]([O:16][CH3:17])=[O:15].[Na].[O-]CCCC.Br[C:25]1[CH:26]=[N:27][CH:28]=[C:29]([F:31])[CH:30]=1.C1(P(C2C=CC=CC=2)C2C=CC3C(=CC=CC=3)C=2C2C3C(=CC=CC=3)C=CC=2P(C2C=CC=CC=2)C2C=CC=CC=2)C=CC=CC=1. The catalyst is C1(C)C=CC=CC=1.C(=CC(C=CC1C=CC=CC=1)=O)C1C=CC=CC=1.[Pd]. The product is [F:1][C:2]1[CH:7]=[C:6]([F:8])[CH:5]=[CH:4][C:3]=1[C@@H:9]1[CH2:13][N:12]([C:25]2[CH:26]=[N:27][CH:28]=[C:29]([F:31])[CH:30]=2)[CH2:11][C@H:10]1[C:14]([O:16][CH3:17])=[O:15]. The yield is 0.520.